From a dataset of Peptide-MHC class I binding affinity with 185,985 pairs from IEDB/IMGT. Regression. Given a peptide amino acid sequence and an MHC pseudo amino acid sequence, predict their binding affinity value. This is MHC class I binding data. (1) The peptide sequence is ETALMVIGMA. The MHC is HLA-A26:01 with pseudo-sequence HLA-A26:01. The binding affinity (normalized) is 0.448. (2) The peptide sequence is ELNKGWFGA. The MHC is HLA-A02:01 with pseudo-sequence HLA-A02:01. The binding affinity (normalized) is 0.298. (3) The peptide sequence is NVISKIYTL. The MHC is HLA-A02:02 with pseudo-sequence HLA-A02:02. The binding affinity (normalized) is 0.539. (4) The peptide sequence is VVQRCASNK. The MHC is HLA-A03:01 with pseudo-sequence HLA-A03:01. The binding affinity (normalized) is 0.400.